This data is from Catalyst prediction with 721,799 reactions and 888 catalyst types from USPTO. The task is: Predict which catalyst facilitates the given reaction. Reactant: I[C:2]1[C:7]([NH2:8])=[C:6]([I:9])[N:5]=[CH:4][N:3]=1.C(=O)([O-])[O-].[K+].[K+].[NH2:16][C:17]1[CH:22]=[CH:21][C:20]([OH:23])=[CH:19][C:18]=1[Cl:24]. Product: [NH2:16][C:17]1[CH:22]=[CH:21][C:20]([O:23][C:2]2[C:7]([NH2:8])=[C:6]([I:9])[N:5]=[CH:4][N:3]=2)=[CH:19][C:18]=1[Cl:24]. The catalyst class is: 264.